Dataset: Reaction yield outcomes from USPTO patents with 853,638 reactions. Task: Predict the reaction yield, written as a fraction of the theoretical maximum amount of product (1.0 means a 100% yield; for example, 0.34 means a 34% yield). (1) The reactants are [CH3:1][CH:2]([C:4]1[C:8]([CH2:9][CH2:10][CH2:11][OH:12])=[CH:7][N:6]([C:13]2[CH:18]=[CH:17][C:16]([N+:19]([O-:21])=[O:20])=[CH:15][N:14]=2)[N:5]=1)[CH3:3].[CH3:22][O:23][C:24]1[C:25](O)=[C:26]([CH2:30][C:31]([O:33][CH3:34])=[O:32])[CH:27]=[CH:28][CH:29]=1.C(P(CCCC)CCCC)CCC.N(C(N1CCCCC1)=O)=NC(N1CCCCC1)=O. The catalyst is O1CCCC1. The product is [CH3:22][O:23][C:24]1[C:25]([O:12][CH2:11][CH2:10][CH2:9][C:8]2[C:4]([CH:2]([CH3:1])[CH3:3])=[N:5][N:6]([C:13]3[CH:18]=[CH:17][C:16]([N+:19]([O-:21])=[O:20])=[CH:15][N:14]=3)[CH:7]=2)=[C:26]([CH2:30][C:31]([O:33][CH3:34])=[O:32])[CH:27]=[CH:28][CH:29]=1. The yield is 0.500. (2) The reactants are [CH2:1]([N:3]1[C:7](=[NH:8])/[C:6](=[CH:9]/[C:10]2[CH:15]=[CH:14][C:13]([OH:16])=[C:12]([O:17][CH3:18])[CH:11]=2)/[NH:5][C:4]1=[O:19])[CH3:2].[CH3:20][C:21]1[CH:26]=[CH:25][C:24]([S:27](Cl)(=[O:29])=[O:28])=[CH:23][CH:22]=1.[Cl-].[NH4+]. The catalyst is N1C=CC=CC=1. The product is [CH3:20][C:21]1[CH:26]=[CH:25][C:24]([S:27]([O:16][C:13]2[CH:14]=[CH:15][C:10](/[CH:9]=[C:6]3\[NH:5][C:4](=[O:19])[N:3]([CH2:1][CH3:2])[C:7]\3=[NH:8])=[CH:11][C:12]=2[O:17][CH3:18])(=[O:29])=[O:28])=[CH:23][CH:22]=1. The yield is 0.270. (3) The catalyst is CCO. The product is [NH2:8][C:7]1[N:11]([C:13]2[CH:18]=[CH:17][CH:16]=[C:15]([OH:19])[CH:14]=2)[N:12]=[C:5]([C:2]([CH3:10])([CH3:1])[C:3]#[N:4])[CH:6]=1. The reactants are [CH3:1][C:2]([CH3:10])([C:5](=O)[CH2:6][C:7]#[N:8])[C:3]#[N:4].[NH:11]([C:13]1[CH:14]=[C:15]([OH:19])[CH:16]=[CH:17][CH:18]=1)[NH2:12].Cl. The yield is 0.530. (4) The reactants are [Cl:1][C:2]1[CH:7]=[CH:6][CH:5]=[CH:4][C:3]=1[CH2:8][N:9]1[C:13]([C:14]2[CH:19]=[CH:18][C:17]([F:20])=[CH:16][CH:15]=2)=[C:12]([C:21]2[CH:26]=[C:25]([C:27]3[N:28]=[N:29][NH:30][N:31]=3)[CH:24]=[CH:23][N:22]=2)[N:11]=[CH:10]1.Cl[CH2:33][O:34][C:35](=[O:40])[C:36]([CH3:39])([CH3:38])[CH3:37]. No catalyst specified. The product is [CH3:37][C:36]([CH3:39])([CH3:38])[C:35]([O:34][CH2:33][N:29]1[N:30]=[N:31][C:27]([C:25]2[CH:24]=[CH:23][N:22]=[C:21]([C:12]3[N:11]=[CH:10][N:9]([CH2:8][C:3]4[CH:4]=[CH:5][CH:6]=[CH:7][C:2]=4[Cl:1])[C:13]=3[C:14]3[CH:15]=[CH:16][C:17]([F:20])=[CH:18][CH:19]=3)[CH:26]=2)=[N:28]1)=[O:40]. The yield is 0.240. (5) The reactants are [CH3:1][S:2]([C:5]1[CH:10]=[CH:9][C:8]([NH2:11])=[CH:7][CH:6]=1)(=[O:4])=[O:3].[N+:12]([C:15]1[CH:16]=[C:17]([CH:20]=[CH:21][CH:22]=1)[CH:18]=O)([O-:14])=[O:13]. The catalyst is C(O)C. The product is [CH3:1][S:2]([C:5]1[CH:10]=[CH:9][C:8]([N:11]=[CH:18][C:17]2[CH:20]=[CH:21][CH:22]=[C:15]([N+:12]([O-:14])=[O:13])[CH:16]=2)=[CH:7][CH:6]=1)(=[O:3])=[O:4]. The yield is 0.990. (6) The reactants are [H-].[Na+].[C:3]1([CH2:9][N:10]2[CH2:15][CH2:14][CH:13]([N:16]3[CH2:20][CH2:19][NH:18][C:17]3=[O:21])[CH2:12][CH2:11]2)[CH:8]=[CH:7][CH:6]=[CH:5][CH:4]=1.I[CH3:23].O. The catalyst is CN(C=O)C. The product is [CH3:23][N:18]1[CH2:19][CH2:20][N:16]([CH:13]2[CH2:14][CH2:15][N:10]([CH2:9][C:3]3[CH:8]=[CH:7][CH:6]=[CH:5][CH:4]=3)[CH2:11][CH2:12]2)[C:17]1=[O:21]. The yield is 0.480.